Dataset: Forward reaction prediction with 1.9M reactions from USPTO patents (1976-2016). Task: Predict the product of the given reaction. (1) Given the reactants [CH2:1]([O:3][C:4]([C:6]1[CH:7]=[N:8][C:9]2[C:14]([C:15]=1Cl)=[CH:13][CH:12]=[CH:11][C:10]=2[N+:17]([O-])=O)=[O:5])[CH3:2].[CH2:20]([NH2:24])[CH:21]([CH3:23])[CH3:22], predict the reaction product. The product is: [CH2:1]([O:3][C:4]([C:6]1[CH:7]=[N:8][C:9]2[C:14]([C:15]=1[NH:24][CH2:20][CH:21]([CH3:23])[CH3:22])=[CH:13][CH:12]=[CH:11][C:10]=2[NH2:17])=[O:5])[CH3:2]. (2) Given the reactants [NH2:1]/[C:2](=[N:8]/[O:9][C:10]([C:12]1[CH:17]=[N:16][C:15]([Cl:18])=[CH:14][N:13]=1)=O)/[C:3]([O:5][CH2:6][CH3:7])=[O:4].CC1C=CC(S(O)(=O)=O)=CC=1.O1CCOCC1.C(OCC)(=O)C, predict the reaction product. The product is: [Cl:18][C:15]1[N:16]=[CH:17][C:12]([C:10]2[O:9][N:8]=[C:2]([C:3]([O:5][CH2:6][CH3:7])=[O:4])[N:1]=2)=[N:13][CH:14]=1.